From a dataset of Reaction yield outcomes from USPTO patents with 853,638 reactions. Predict the reaction yield, written as a fraction of the theoretical maximum amount of product (1.0 means a 100% yield; for example, 0.34 means a 34% yield). (1) The reactants are Br[C:2]1[CH:7]=[CH:6][C:5]([C:8]2[CH:13]=[C:12]([C:14]3[CH:19]=[CH:18][CH:17]=[CH:16][N:15]=3)[N:11]=[C:10]([C:20]3[CH:25]=[CH:24][CH:23]=[C:22]([N:26]4[C:34]5[CH:33]=[CH:32][CH:31]=[CH:30][C:29]=5[C:28]5[CH:35]=[N:36][CH:37]=[CH:38][C:27]4=5)[N:21]=3)[CH:9]=2)=[CH:4][CH:3]=1.[C:39]1(B(O)O)[CH:44]=[CH:43][CH:42]=[CH:41][CH:40]=1.C(=O)([O-])[O-].[K+].[K+].C1(C)C=CC=CC=1. The catalyst is C(Cl)(Cl)Cl.C1C=CC([P]([Pd]([P](C2C=CC=CC=2)(C2C=CC=CC=2)C2C=CC=CC=2)([P](C2C=CC=CC=2)(C2C=CC=CC=2)C2C=CC=CC=2)[P](C2C=CC=CC=2)(C2C=CC=CC=2)C2C=CC=CC=2)(C2C=CC=CC=2)C2C=CC=CC=2)=CC=1.C(O)C. The product is [C:2]1([C:39]2[CH:44]=[CH:43][CH:42]=[CH:41][CH:40]=2)[CH:7]=[CH:6][C:5]([C:8]2[CH:13]=[C:12]([C:14]3[CH:19]=[CH:18][CH:17]=[CH:16][N:15]=3)[N:11]=[C:10]([C:20]3[CH:25]=[CH:24][CH:23]=[C:22]([N:26]4[C:34]5[CH:33]=[CH:32][CH:31]=[CH:30][C:29]=5[C:28]5[CH:35]=[N:36][CH:37]=[CH:38][C:27]4=5)[N:21]=3)[CH:9]=2)=[CH:4][CH:3]=1. The yield is 0.570. (2) The reactants are [NH2:1][C:2]1[S:3][C:4]2[C:9]([NH:10][C@H:11]([CH2:14][CH:15]([CH3:17])[CH3:16])[CH2:12][OH:13])=[N:8][C:7]([SH:18])=[N:6][C:5]=2[N:19]=1.Cl[CH:21]([C:24]1[CH:29]=[CH:28][CH:27]=[CH:26][CH:25]=1)[CH2:22][CH3:23]. No catalyst specified. The product is [NH2:1][C:2]1[S:3][C:4]2[C:9]([NH:10][C@H:11]([CH2:14][CH:15]([CH3:16])[CH3:17])[CH2:12][OH:13])=[N:8][C:7]([S:18][CH:21]([C:24]3[CH:29]=[CH:28][CH:27]=[CH:26][CH:25]=3)[CH2:22][CH3:23])=[N:6][C:5]=2[N:19]=1. The yield is 0.310. (3) The reactants are C[O:2][C:3](=[O:25])[C:4]1[CH:9]=[CH:8][C:7]([O:10][CH2:11][C:12]2[C:13]([C:18]3[CH:23]=[CH:22][C:21]([F:24])=[CH:20][CH:19]=3)=[N:14][O:15][C:16]=2[CH3:17])=[N:6][CH:5]=1.COC(=O)C1C=CC(OCC2C(C3C=CC=C(F)C=3)=NOC=2C)=NC=1. No catalyst specified. The product is [F:24][C:21]1[CH:20]=[CH:19][C:18]([C:13]2[C:12]([CH2:11][O:10][C:7]3[CH:8]=[CH:9][C:4]([C:3]([OH:25])=[O:2])=[CH:5][N:6]=3)=[C:16]([CH3:17])[O:15][N:14]=2)=[CH:23][CH:22]=1. The yield is 0.780. (4) The reactants are [C:1](=O)([O-])[O-].[Cs+].[Cs+].[Cl:7][C:8]1[CH:13]=[CH:12][C:11]([OH:14])=[C:10]([C:15]2[CH:20]=[CH:19][CH:18]=[CH:17][N:16]=2)[CH:9]=1.[CH3:21][O:22][C:23](=[O:42])[CH2:24][CH2:25][C:26]1[CH:31]=[CH:30][C:29]([O:32][CH2:33][CH2:34][C@@H:35](OS(C)(=O)=O)[CH3:36])=[CH:28][CH:27]=1. The catalyst is CN(C=O)C. The product is [CH3:21][O:22][C:23](=[O:42])[CH2:24][CH2:25][C:26]1[CH:31]=[CH:30][C:29]([O:32][CH2:33][CH2:34][C@@H:35]([O:14][C:11]2[CH:12]=[CH:13][C:8]([Cl:7])=[CH:9][C:10]=2[C:15]2[CH:20]=[CH:19][CH:18]=[CH:17][N:16]=2)[CH3:36])=[CH:28][C:27]=1[CH3:1]. The yield is 0.570. (5) The reactants are [NH2:1][C:2]1[CH:7]=[CH:6][CH:5]=[CH:4][CH:3]=1.CS(O[C@@H:13]([C:18]1[CH:23]=[CH:22][CH:21]=[CH:20][CH:19]=1)[C:14]([O:16][CH3:17])=[O:15])(=O)=O. The catalyst is CC#N. The product is [C:18]1([C@@H:13]([NH:1][C:2]2[CH:7]=[CH:6][CH:5]=[CH:4][CH:3]=2)[C:14]([O:16][CH3:17])=[O:15])[CH:23]=[CH:22][CH:21]=[CH:20][CH:19]=1. The yield is 0.920.